This data is from Catalyst prediction with 721,799 reactions and 888 catalyst types from USPTO. The task is: Predict which catalyst facilitates the given reaction. Reactant: [CH3:1][C:2]1[CH:7]=[C:6]([CH3:8])[CH:5]=[CH:4][C:3]=1[CH2:9][N:10]1[C:15]([C:16]2[CH:17]=[C:18]([C:22]3[CH:27]=[CH:26][CH:25]=[C:24]([OH:28])[CH:23]=3)[CH:19]=[CH:20][CH:21]=2)=[CH:14][C:13]([C:29]([F:32])([F:31])[F:30])=[C:12]([C:33]#[N:34])[C:11]1=[O:35].Br[CH2:37][C:38]([O:40][CH2:41][CH3:42])=[O:39].C([O-])([O-])=O.[Cs+].[Cs+]. Product: [C:33]([C:12]1[C:11](=[O:35])[N:10]([CH2:9][C:3]2[CH:4]=[CH:5][C:6]([CH3:8])=[CH:7][C:2]=2[CH3:1])[C:15]([C:16]2[CH:17]=[C:18]([C:22]3[CH:27]=[CH:26][CH:25]=[C:24]([O:28][CH2:37][C:38]([O:40][CH2:41][CH3:42])=[O:39])[CH:23]=3)[CH:19]=[CH:20][CH:21]=2)=[CH:14][C:13]=1[C:29]([F:32])([F:30])[F:31])#[N:34]. The catalyst class is: 10.